Dataset: Catalyst prediction with 721,799 reactions and 888 catalyst types from USPTO. Task: Predict which catalyst facilitates the given reaction. Reactant: [CH3:1][O:2][CH2:3][CH2:4][OH:5].[H-].[Na+].[Br:8][C:9]1[CH:14]=[CH:13][C:12]([C:15]([F:18])([F:17])[F:16])=[C:11](F)[CH:10]=1.P([O-])(O)(O)=O.[K+]. Product: [Br:8][C:9]1[CH:14]=[CH:13][C:12]([C:15]([F:18])([F:17])[F:16])=[C:11]([O:5][CH2:4][CH2:3][O:2][CH3:1])[CH:10]=1. The catalyst class is: 60.